The task is: Predict the reactants needed to synthesize the given product.. This data is from Full USPTO retrosynthesis dataset with 1.9M reactions from patents (1976-2016). (1) Given the product [C:47]1([C:45]2[CH:44]=[CH:43][C:35]([C:36]([O:38][C:39]([CH3:42])([CH3:40])[CH3:41])=[O:37])=[C:34]([NH:33][C:31]([C:28]3[CH:29]=[N:30][C:25]([C:9]4[CH:10]=[CH:11][N:12]=[CH:13][CH:14]=4)=[CH:26][CH:27]=3)=[O:32])[CH:46]=2)[CH:48]=[CH:49][CH:50]=[CH:51][CH:52]=1, predict the reactants needed to synthesize it. The reactants are: CC1(C)C(C)(C)OB([C:9]2[CH:14]=[CH:13][N:12]=[CH:11][CH:10]=2)O1.P([O-])([O-])([O-])=O.[K+].[K+].[K+].Cl[C:25]1[N:30]=[CH:29][C:28]([C:31]([NH:33][C:34]2[CH:46]=[C:45]([C:47]3[CH:52]=[CH:51][CH:50]=[CH:49][CH:48]=3)[CH:44]=[CH:43][C:35]=2[C:36]([O:38][C:39]([CH3:42])([CH3:41])[CH3:40])=[O:37])=[O:32])=[CH:27][CH:26]=1. (2) Given the product [CH2:1]([OH:17])[CH2:2][CH2:3][CH2:4][CH2:5][CH2:6][CH2:7][CH2:8][CH2:9][CH2:10][CH2:11][CH2:12][CH2:13][CH2:14][CH:15]=[CH2:16], predict the reactants needed to synthesize it. The reactants are: [CH2:1]([O:17]CCCOS(C)(=O)=O)[CH2:2][CH2:3][CH2:4][CH2:5][CH2:6][CH2:7][CH2:8][CH2:9][CH2:10][CH2:11][CH2:12][CH2:13][CH2:14][CH:15]=[CH2:16].CCN(C(C)C)C(C)C. (3) Given the product [CH3:1][O:3][C:4](=[O:24])[CH:5]([O:21][CH2:22][CH3:23])[CH2:6][C:7]1[CH:12]=[CH:11][CH:10]=[C:9]([O:13][CH2:14][C:15]2[CH:20]=[CH:19][CH:18]=[CH:17][CH:16]=2)[CH:8]=1, predict the reactants needed to synthesize it. The reactants are: [CH2:1]([O:3][C:4](=[O:24])[C:5]([O:21][CH2:22][CH3:23])=[CH:6][C:7]1[CH:12]=[CH:11][CH:10]=[C:9]([O:13][CH2:14][C:15]2[CH:20]=[CH:19][CH:18]=[CH:17][CH:16]=2)[CH:8]=1)C.COC(=O)C(OC)CC1C=CC=C(OCC2C=CC=CC=2)C=1. (4) Given the product [Cl:8][C:9]1[CH:14]=[C:13]([Cl:15])[CH:12]=[CH:11][C:10]=1[C@H:16]([N:18]1[C:22]2[CH:23]=[C:24]([C:27]3[CH2:28][CH2:29][N:30]([C:33]([C@H:35]4[CH2:40][CH2:39][CH2:38][CH2:37][NH:36]4)=[O:34])[CH2:31][CH:32]=3)[CH:25]=[CH:26][C:21]=2[N:20]=[CH:19]1)[CH3:17], predict the reactants needed to synthesize it. The reactants are: FC(F)(F)C(O)=O.[Cl:8][C:9]1[CH:14]=[C:13]([Cl:15])[CH:12]=[CH:11][C:10]=1[C@H:16]([N:18]1[C:22]2[CH:23]=[C:24]([C:27]3[CH2:28][CH2:29][N:30]([C:33]([C@H:35]4[CH2:40][CH2:39][CH2:38][CH2:37][N:36]4C(OC(C)(C)C)=O)=[O:34])[CH2:31][CH:32]=3)[CH:25]=[CH:26][C:21]=2[N:20]=[CH:19]1)[CH3:17].